From a dataset of Reaction yield outcomes from USPTO patents with 853,638 reactions. Predict the reaction yield, written as a fraction of the theoretical maximum amount of product (1.0 means a 100% yield; for example, 0.34 means a 34% yield). (1) The reactants are [Cl:1][C:2]1[CH:3]=[C:4]([C:8]2([C:18]#[N:19])[CH2:17][CH2:16][C:11]3([O:15][CH2:14][CH2:13][O:12]3)[CH2:10][CH2:9]2)[CH:5]=[CH:6][CH:7]=1.[H-].[Al+3].[Li+].[H-].[H-].[H-]. The catalyst is O1CCCC1. The product is [NH3:19].[Cl:1][C:2]1[CH:3]=[C:4]([C:8]2([CH2:18][NH2:19])[CH2:9][CH2:10][C:11]3([O:12][CH2:13][CH2:14][O:15]3)[CH2:16][CH2:17]2)[CH:5]=[CH:6][CH:7]=1. The yield is 0.0500. (2) The reactants are [OH:1][C:2]1[CH:9]=[CH:8][CH:7]=[C:6]([N+:10]([O-:12])=[O:11])[C:3]=1[C:4]#[N:5].C(N(CC)CC)C.[F:20][C:21]([F:34])([F:33])[S:22](O[S:22]([C:21]([F:34])([F:33])[F:20])(=[O:24])=[O:23])(=[O:24])=[O:23]. The catalyst is C(Cl)Cl. The product is [F:20][C:21]([F:34])([F:33])[S:22]([O:1][C:2]1[CH:9]=[CH:8][CH:7]=[C:6]([N+:10]([O-:12])=[O:11])[C:3]=1[C:4]#[N:5])(=[O:24])=[O:23]. The yield is 1.00. (3) The reactants are [CH2:1]([O:8][C@@H:9]1[C@@H:17]([CH:18]([OH:20])[CH3:19])[O:16][C@H:15]2[C@H:11]([N:12]=[C:13]([N:21]([CH2:29][CH:30]=[CH2:31])[C:22](=[O:28])[O:23][C:24]([CH3:27])([CH3:26])[CH3:25])[S:14]2)[C@H:10]1[O:32][CH2:33][C:34]1[CH:39]=[CH:38][CH:37]=[CH:36][CH:35]=1)[C:2]1[CH:7]=[CH:6][CH:5]=[CH:4][CH:3]=1. The catalyst is ClCCl. The product is [C:18]([C@H:17]1[O:16][C@H:15]2[C@H:11]([N:12]=[C:13]([N:21]([CH2:29][CH:30]=[CH2:31])[C:22](=[O:28])[O:23][C:24]([CH3:27])([CH3:25])[CH3:26])[S:14]2)[C@@H:10]([O:32][CH2:33][C:34]2[CH:39]=[CH:38][CH:37]=[CH:36][CH:35]=2)[C@@H:9]1[O:8][CH2:1][C:2]1[CH:7]=[CH:6][CH:5]=[CH:4][CH:3]=1)(=[O:20])[CH3:19]. The yield is 0.670. (4) The reactants are [NH2:1][C:2]1[C:3]([F:23])=[CH:4][C:5]([Br:22])=[C:6]([C:8]2[C:9](=[O:21])[N:10]([CH3:20])[C:11]3[C:16]([CH:17]=2)=[CH:15][N:14]=[C:13]([NH:18][CH3:19])[CH:12]=3)[CH:7]=1.[C:24]1([N:30]=[C:31]=[O:32])[CH:29]=[CH:28][CH:27]=[CH:26][CH:25]=1. The catalyst is C(Cl)Cl. The product is [Br:22][C:5]1[C:6]([C:8]2[C:9](=[O:21])[N:10]([CH3:20])[C:11]3[C:16]([CH:17]=2)=[CH:15][N:14]=[C:13]([NH:18][CH3:19])[CH:12]=3)=[CH:7][C:2]([NH:1][C:31]([NH:30][C:24]2[CH:29]=[CH:28][CH:27]=[CH:26][CH:25]=2)=[O:32])=[C:3]([F:23])[CH:4]=1. The yield is 0.440. (5) The reactants are [S:1]1[C:5]2[CH:6]=[CH:7][CH:8]=[CH:9][C:4]=2[N:3]=[C:2]1[C:10](=[C:13]([C:15]1[O:16][CH:17]=[CH:18][CH:19]=1)O)[C:11]#[N:12].O=P(Cl)(Cl)[Cl:22]. No catalyst specified. The product is [S:1]1[C:5]2[CH:6]=[CH:7][CH:8]=[CH:9][C:4]=2[N:3]=[C:2]1[C:10](=[C:13]([Cl:22])[C:15]1[O:16][CH:17]=[CH:18][CH:19]=1)[C:11]#[N:12]. The yield is 0.940. (6) The reactants are [NH2:1][C:2]1[CH:7]=[CH:6][C:5]([CH3:8])=[CH:4][C:3]=1[C:9]([CH:11]1[CH2:13][CH2:12]1)=[O:10].CON(C)[C:17]([CH:19]1CCCC[CH2:20]1)=O. No catalyst specified. The product is [NH2:1][C:2]1[CH:7]=[CH:6][C:5]([CH3:8])=[CH:4][C:3]=1[C:9]([CH:11]1[CH2:13][CH2:12][CH2:20][CH2:19][CH2:17]1)=[O:10]. The yield is 0.750. (7) The reactants are [Cl:1][C:2]1[N:10]=[C:9]2[C:5]([N:6]=[CH:7][N:8]2[CH2:11][CH2:12][CH3:13])=[C:4](Cl)[N:3]=1.N[CH:16]([C:23]1[CH:28]=[CH:27][CH:26]=[CH:25][CH:24]=1)[C:17]1[CH:22]=[CH:21][CH:20]=[CH:19][CH:18]=1.[CH2:29]([N:31](CC)CC)C. The catalyst is CCCCO. The product is [Cl:1][C:2]1[N:10]=[C:9]2[C:5]([N:6]=[CH:7][N:8]2[CH2:11][CH2:12][CH3:13])=[C:4]([NH:31][CH2:29][CH:16]([C:23]2[CH:28]=[CH:27][CH:26]=[CH:25][CH:24]=2)[C:17]2[CH:22]=[CH:21][CH:20]=[CH:19][CH:18]=2)[N:3]=1. The yield is 0.650. (8) The reactants are P(Cl)(Cl)(Cl)(Cl)Cl.[CH3:7][N:8]1[CH2:13]N(C)CN(C)[CH2:9]1.[F:16][C:17]1[CH:39]=[CH:38][CH:37]=[C:36]([F:40])[C:18]=1[C:19]([NH:21][C:22]([NH:24][C:25]1[CH:30]=[CH:29][C:28]([S:31][CH:32]([F:34])[F:33])=[CH:27][C:26]=1[F:35])=[O:23])=[O:20].C(N(CC)CC)C.[OH-].[Na+]. The catalyst is ClCCl. The product is [F:16][C:17]1[CH:39]=[CH:38][CH:37]=[C:36]([F:40])[C:18]=1[C:19]([N:21]1[CH2:9][N:8]([CH3:13])[CH2:7][N:24]([C:25]2[CH:30]=[CH:29][C:28]([S:31][CH:32]([F:33])[F:34])=[CH:27][C:26]=2[F:35])[C:22]1=[O:23])=[O:20]. The yield is 0.530. (9) The catalyst is C1COCC1. The product is [F:24][C:2]([F:23])([F:1])[S:3]([O:6][C:7]1[C:15]2[CH2:14][CH2:13][N:12]([C:16]([O:18][C:19]([CH3:21])([CH3:20])[CH3:22])=[O:17])[CH2:11][C:10]=2[N:9]([CH2:32][O:31][CH2:30][CH2:29][Si:28]([CH3:35])([CH3:34])[CH3:27])[N:8]=1)(=[O:4])=[O:5]. The reactants are [F:1][C:2]([F:24])([F:23])[S:3]([O:6][C:7]1[C:15]2[CH2:14][CH2:13][N:12]([C:16]([O:18][C:19]([CH3:22])([CH3:21])[CH3:20])=[O:17])[CH2:11][C:10]=2[NH:9][N:8]=1)(=[O:5])=[O:4].[H-].[Na+].[CH3:27][Si:28]([CH3:35])([CH3:34])[CH2:29][CH2:30][O:31][CH2:32]Cl.O. The yield is 0.210.